This data is from Full USPTO retrosynthesis dataset with 1.9M reactions from patents (1976-2016). The task is: Predict the reactants needed to synthesize the given product. (1) Given the product [C:38]([N:35]1[CH2:36][CH2:37][CH:33]([NH:32][C:19](=[O:21])[C:18]2[CH:22]=[C:14]([F:13])[CH:15]=[N:16][C:17]=2[O:23][C:24]2[CH:29]=[CH:28][CH:27]=[C:26]([S:30][CH3:31])[CH:25]=2)[CH2:34]1)(=[O:42])[CH3:39], predict the reactants needed to synthesize it. The reactants are: C(N1C=CN=C1)(N1C=CN=C1)=O.[F:13][C:14]1[CH:15]=[N:16][C:17]([O:23][C:24]2[CH:29]=[CH:28][CH:27]=[C:26]([S:30][CH3:31])[CH:25]=2)=[C:18]([CH:22]=1)[C:19]([OH:21])=O.[NH2:32][CH:33]1[CH2:37][CH2:36][N:35]([C:38](=[O:42])[CH:39](C)C)[CH2:34]1. (2) Given the product [C:9]([O:8][C:4]1[CH:5]=[CH:6][CH:7]=[C:2]([I:1])[CH:3]=1)(=[O:11])[CH3:10], predict the reactants needed to synthesize it. The reactants are: [I:1][C:2]1[CH:3]=[C:4]([OH:8])[CH:5]=[CH:6][CH:7]=1.[C:9](Cl)(=[O:11])[CH3:10].C(=O)([O-])[O-].[K+].[K+].